This data is from Reaction yield outcomes from USPTO patents with 853,638 reactions. The task is: Predict the reaction yield, written as a fraction of the theoretical maximum amount of product (1.0 means a 100% yield; for example, 0.34 means a 34% yield). (1) The reactants are [CH3:1][O:2][C:3]1[C:4](=[O:25])[C:5]([CH3:24])=[C:6]([CH2:12][C:13]2[CH:18]=[CH:17][C:16]([CH2:19][CH2:20][C:21](O)=[O:22])=[CH:15][CH:14]=2)[C:7](=[O:11])[C:8]=1[O:9][CH3:10].[CH2:26]([NH2:34])[CH2:27][C:28]1[CH:33]=[CH:32][CH:31]=[CH:30][CH:29]=1. No catalyst specified. The product is [CH3:1][O:2][C:3]1[C:4](=[O:25])[C:5]([CH3:24])=[C:6]([CH2:12][C:13]2[CH:14]=[CH:15][C:16]([CH2:19][CH2:20][C:21]([NH:34][CH2:26][CH2:27][C:28]3[CH:33]=[CH:32][CH:31]=[CH:30][CH:29]=3)=[O:22])=[CH:17][CH:18]=2)[C:7](=[O:11])[C:8]=1[O:9][CH3:10]. The yield is 0.240. (2) The reactants are [C:1]([O:5][C:6](=[O:22])[N:7]([CH2:11][CH2:12][C:13]1[CH:18]=[CH:17][C:16]([Cl:19])=[C:15]([CH:20]=O)[CH:14]=1)[CH:8]1[CH2:10][CH2:9]1)([CH3:4])([CH3:3])[CH3:2].[CH:23]1([NH2:26])[CH2:25][CH2:24]1.[BH4-].[Na+]. The catalyst is CO. The product is [C:1]([O:5][C:6](=[O:22])[N:7]([CH2:11][CH2:12][C:13]1[CH:18]=[CH:17][C:16]([Cl:19])=[C:15]([CH2:20][NH:26][CH:23]2[CH2:25][CH2:24]2)[CH:14]=1)[CH:8]1[CH2:10][CH2:9]1)([CH3:4])([CH3:3])[CH3:2]. The yield is 0.590. (3) The reactants are I[CH2:2][C@@H:3]([CH3:16])[CH2:4][N:5]1[C:14]2[C:9](=[CH:10][CH:11]=[CH:12][CH:13]=2)[CH2:8][CH2:7][C:6]1=[O:15].[CH2:17]([CH:22]1[CH2:28][CH:27]2[NH:29][CH:24]([CH2:25][CH2:26]2)[CH2:23]1)[CH2:18][CH2:19][CH2:20][CH3:21]. The catalyst is CC#N. The product is [CH3:16][C@H:3]([CH2:2][N:29]1[CH:24]2[CH2:25][CH2:26][CH:27]1[CH2:28][CH:22]([CH2:17][CH2:18][CH2:19][CH2:20][CH3:21])[CH2:23]2)[CH2:4][N:5]1[C:14]2[C:9](=[CH:10][CH:11]=[CH:12][CH:13]=2)[CH2:8][CH2:7][C:6]1=[O:15]. The yield is 0.350. (4) The reactants are [Br:1][C:2]1[CH:7]=[CH:6][C:5](/[CH:8]=[C:9](\[CH2:15][C:16]#[N:17])/[C:10]([O:12][CH2:13][CH3:14])=[O:11])=[C:4]([N+:18]([O-])=O)[CH:3]=1.C([O-])(O)=O.[Na+].CCOC(C)=O. The catalyst is CC(O)=O.O.[Fe]. The product is [NH2:17][C:16]1[CH2:15][C:9]([C:10]([O:12][CH2:13][CH3:14])=[O:11])=[CH:8][C:5]2[CH:6]=[CH:7][C:2]([Br:1])=[CH:3][C:4]=2[N:18]=1. The yield is 0.910. (5) The reactants are [CH3:1][C:2]1[CH:3]=[C:4]([O:15][C:16]2[C:25]3[C:20](=[CH:21][C:22]([OH:28])=[C:23]([O:26][CH3:27])[CH:24]=3)[N:19]=[CH:18][CH:17]=2)[C:5]([C:9]2[CH:10]=[N:11][CH:12]=[CH:13][CH:14]=2)=[N:6][C:7]=1[CH3:8].C(=O)([O-])[O-].[K+].[K+].Br[CH2:36][CH2:37][CH2:38][OH:39]. The catalyst is CN(C)C=O. The product is [CH3:1][C:2]1[CH:3]=[C:4]([O:15][C:16]2[C:25]3[C:20](=[CH:21][C:22]([O:28][CH2:36][CH2:37][CH2:38][OH:39])=[C:23]([O:26][CH3:27])[CH:24]=3)[N:19]=[CH:18][CH:17]=2)[C:5]([C:9]2[CH:10]=[N:11][CH:12]=[CH:13][CH:14]=2)=[N:6][C:7]=1[CH3:8]. The yield is 0.240. (6) The reactants are [CH2:1]([P:4]([CH2:11][CH2:12][CH2:13][CH3:14])(=[O:10])[O:5]CCCC)[CH2:2][CH3:3].O. The catalyst is C(O)CCC.O. The product is [CH2:1]([P:4]([CH2:11][CH2:12][CH2:13][CH3:14])(=[O:5])[OH:10])[CH2:2][CH3:3]. The yield is 0.950. (7) The reactants are Cl[C:2](=[O:8])[C:3]([O:5]CC)=O.[N:9]1[CH:14]=[CH:13][CH:12]=[C:11]([NH:15][C:16]([NH:18][CH2:19][C:20]([CH3:23])([CH3:22])[CH3:21])=[S:17])[CH:10]=1.C([O-])([O-])=O.[K+].[K+]. The catalyst is ClCCl. The product is [CH3:21][C:20]([CH3:23])([CH3:22])[CH2:19][N:18]1[C:2](=[O:8])[C:3](=[O:5])[N:15]([C:11]2[CH:10]=[N:9][CH:14]=[CH:13][CH:12]=2)[C:16]1=[S:17]. The yield is 0.810. (8) The yield is 0.440. The product is [CH:5]1[C:13]2[NH:12][C:11]3[C:10](=[CH:9][CH:8]=[CH:7][CH:6]=3)[C:1]=2[CH:2]=[CH:3][C:4]=1[O:14][CH2:15][C@@H:16]([OH:43])[CH2:17][NH:18][CH:19]1[CH2:24][CH2:23][N:22]([C:25](=[O:42])[CH2:26][O:27][C:28]2[CH:33]=[CH:32][C:31]([C:34]3[CH2:35][CH2:36][C:37](=[O:40])[NH:38][N:39]=3)=[CH:30][C:29]=2[Cl:41])[CH2:21][CH2:20]1. The reactants are [CH:1]1[C:13]2[NH:12][C:11]3[C:6](=[CH:7][CH:8]=[CH:9][CH:10]=3)[C:5]=2[C:4]([O:14][CH2:15][C@@H:16]([OH:43])[CH2:17][NH:18][CH:19]2[CH2:24][CH2:23][N:22]([C:25](=[O:42])[CH2:26][O:27][C:28]3[CH:33]=[CH:32][C:31]([C:34]4[CH2:35][CH2:36][C:37](=[O:40])[NH:38][N:39]=4)=[CH:30][C:29]=3[Cl:41])[CH2:21][CH2:20]2)=[CH:3][CH:2]=1.C1C2NC3C(=CC=CC=3)C=2C=CC=1O. No catalyst specified. (9) The reactants are [C:1]1([N:7]2[CH2:11][CH2:10][CH2:9][CH2:8]2)[CH:6]=[CH:5][CH:4]=[CH:3][CH:2]=1.[Br:12]N1C(=O)CCC1=O.[OH-].[Na+]. The catalyst is O1CCCC1. The product is [Br:12][C:4]1[CH:5]=[CH:6][C:1]([N:7]2[CH2:11][CH2:10][CH2:9][CH2:8]2)=[CH:2][CH:3]=1. The yield is 0.860. (10) The reactants are C(NC1C=CC(C2C=C3C(CN([C@@H](C(C)C)C(O)=O)C3=O)=CC=2)=CC=1)(=O)C1C=CC=CC=1.[CH3:33][CH:34]([CH3:72])[C@H:35]([N:40]1[CH2:48][C:47]2[C:42](=[CH:43][C:44]([C:49]3[CH:54]=[CH:53][C:52]([NH:55][C:56](=[O:70])[C:57]4[CH:62]=[CH:61][CH:60]=[CH:59][C:58]=4[O:63][C:64]4[CH:69]=[CH:68][CH:67]=[CH:66][CH:65]=4)=[CH:51][CH:50]=3)=[CH:45][CH:46]=2)[C:41]1=[O:71])[C:36]([O:38]C)=[O:37]. No catalyst specified. The product is [CH3:33][CH:34]([CH3:72])[C@H:35]([N:40]1[CH2:48][C:47]2[C:42](=[CH:43][C:44]([C:49]3[CH:50]=[CH:51][C:52]([NH:55][C:56](=[O:70])[C:57]4[CH:62]=[CH:61][CH:60]=[CH:59][C:58]=4[O:63][C:64]4[CH:69]=[CH:68][CH:67]=[CH:66][CH:65]=4)=[CH:53][CH:54]=3)=[CH:45][CH:46]=2)[C:41]1=[O:71])[C:36]([OH:38])=[O:37]. The yield is 0.760.